Dataset: Full USPTO retrosynthesis dataset with 1.9M reactions from patents (1976-2016). Task: Predict the reactants needed to synthesize the given product. (1) Given the product [CH3:1][S:2]([O:6][CH2:7][C@:8]([OH:58])([CH3:57])[C:9](=[O:56])[C@H:10]([CH2:11][CH:12]([CH3:13])[CH3:14])[NH:15][C:16](=[O:55])[C@H:17]([CH2:18][C:19]1[CH:24]=[CH:23][CH:22]=[CH:21][CH:20]=1)[NH:25][C:26](=[O:54])[C@H:27]([CH2:28][CH:29]([CH3:31])[CH3:30])[NH:32][C:33](=[O:53])[C@H:34]([CH2:35][CH2:36][C:37]1[CH:38]=[CH:39][CH:40]=[CH:41][CH:42]=1)[NH:43][C:44](=[O:52])[CH2:45][N:46]1[CH2:51][CH2:50][O:49][CH2:48][CH2:47]1)(=[O:4])=[O:3], predict the reactants needed to synthesize it. The reactants are: [CH3:1][S:2](Cl)(=[O:4])=[O:3].[OH:6][CH2:7][C@:8]([OH:58])([CH3:57])[C:9](=[O:56])[C@@H:10]([NH:15][C:16](=[O:55])[C@@H:17]([NH:25][C:26](=[O:54])[C@@H:27]([NH:32][C:33](=[O:53])[C@@H:34]([NH:43][C:44](=[O:52])[CH2:45][N:46]1[CH2:51][CH2:50][O:49][CH2:48][CH2:47]1)[CH2:35][CH2:36][C:37]1[CH:42]=[CH:41][CH:40]=[CH:39][CH:38]=1)[CH2:28][CH:29]([CH3:31])[CH3:30])[CH2:18][C:19]1[CH:24]=[CH:23][CH:22]=[CH:21][CH:20]=1)[CH2:11][CH:12]([CH3:14])[CH3:13]. (2) Given the product [F:22][C:23]1[CH:24]=[C:25]([CH:37]=[CH:38][C:39]=1[F:40])[CH2:26][N:27]1[C:32](=[O:33])[C:31]([C:34]([NH:2][C@H:3]([C:16]2[CH:21]=[CH:20][CH:19]=[CH:18][CH:17]=2)[CH2:4][O:5][C:6]2[CH:15]=[CH:14][C:9]3[NH:10][C:11](=[O:13])[NH:12][C:8]=3[CH:7]=2)=[O:35])=[CH:30][N:29]=[CH:28]1, predict the reactants needed to synthesize it. The reactants are: Cl.[NH2:2][C@H:3]([C:16]1[CH:21]=[CH:20][CH:19]=[CH:18][CH:17]=1)[CH2:4][O:5][C:6]1[CH:15]=[CH:14][C:9]2[NH:10][C:11](=[O:13])[NH:12][C:8]=2[CH:7]=1.[F:22][C:23]1[CH:24]=[C:25]([CH:37]=[CH:38][C:39]=1[F:40])[CH2:26][N:27]1[C:32](=[O:33])[C:31]([C:34](O)=[O:35])=[CH:30][N:29]=[CH:28]1.C(N(CC)C(C)C)(C)C. (3) The reactants are: C(OC([N:8]1[C:16]2[C:11](=[N:12][CH:13]=[C:14]([CH2:17][C:18]3[CH:23]=[CH:22][C:21]([F:24])=[CH:20][CH:19]=3)[CH:15]=2)[C:10]([CH3:26])([CH3:25])[CH2:9]1)=O)(C)(C)C.Cl. Given the product [F:24][C:21]1[CH:20]=[CH:19][C:18]([CH2:17][C:14]2[CH:15]=[C:16]3[NH:8][CH2:9][C:10]([CH3:26])([CH3:25])[C:11]3=[N:12][CH:13]=2)=[CH:23][CH:22]=1, predict the reactants needed to synthesize it. (4) Given the product [CH2:32]([O:39][C:40](=[O:41])[NH:16][C:15]1[CH:17]=[CH:18][C:12]([O:11][C:10]2[CH:20]=[CH:21][C:22]([CH2:24][CH3:25])=[CH:23][C:9]=2[O:8][CH2:1][C:2]2[CH:3]=[CH:4][CH:5]=[CH:6][CH:7]=2)=[C:13]([F:19])[CH:14]=1)[C:33]1[CH:38]=[CH:37][CH:36]=[CH:35][CH:34]=1, predict the reactants needed to synthesize it. The reactants are: [CH2:1]([O:8][C:9]1[CH:23]=[C:22]([CH2:24][CH3:25])[CH:21]=[CH:20][C:10]=1[O:11][C:12]1[CH:18]=[CH:17][C:15]([NH2:16])=[CH:14][C:13]=1[F:19])[C:2]1[CH:7]=[CH:6][CH:5]=[CH:4][CH:3]=1.C(OC(Cl)=O)C.[CH2:32]([O:39][C:40](Cl)=[O:41])[C:33]1[CH:38]=[CH:37][CH:36]=[CH:35][CH:34]=1. (5) Given the product [Br:29][C:2]1[CH:3]=[C:4]2[C:21]3[C:16](=[CH:17][CH:18]=[CH:19][CH:20]=3)[C:15](=[O:22])[N:14]3[C:5]2=[C:6]([CH:1]=1)[C:7]1[CH:8]=[CH:9][CH:10]=[CH:11][C:12]=1[C:13]3=[O:23], predict the reactants needed to synthesize it. The reactants are: [CH:1]1[C:6]2[C:7]3[CH:8]=[CH:9][CH:10]=[CH:11][C:12]=3[C:13](=[O:23])[N:14]3[C:15](=[O:22])[C:16]4[C:21]([C:4]([C:5]=23)=[CH:3][CH:2]=1)=[CH:20][CH:19]=[CH:18][CH:17]=4.C([O-])(=O)C.[Na+].[Br:29]Br.[OH-].[Na+]. (6) Given the product [CH:34]1([C:31]2[CH:32]=[CH:33][C:28]([CH:26]3[CH2:27][N:23]([NH:22][S:19]([CH2:18][C:16]([OH:17])=[O:15])(=[O:21])=[O:20])[C:24](=[O:47])[N:25]3[CH2:37][CH2:38][C:39]3[CH:40]=[CH:41][C:42]([O:45][CH3:46])=[CH:43][CH:44]=3)=[CH:29][CH:30]=2)[CH2:36][CH2:35]1, predict the reactants needed to synthesize it. The reactants are: C1C2C(C[O:15][C:16]([CH2:18][S:19]([NH:22][N:23]3[CH2:27][CH:26]([C:28]4[CH:33]=[CH:32][C:31]([CH:34]5[CH2:36][CH2:35]5)=[CH:30][CH:29]=4)[N:25]([CH2:37][CH2:38][C:39]4[CH:44]=[CH:43][C:42]([O:45][CH3:46])=[CH:41][CH:40]=4)[C:24]3=[O:47])(=[O:21])=[O:20])=[O:17])C3C(=CC=CC=3)C=2C=CC=1.CCCCCCC=CCCC. (7) Given the product [C:20]1([CH:26]([CH:31]2[CH2:36][CH2:35][N:34]([C:2]3[N:7]=[CH:6][CH:5]=[CH:4][N:3]=3)[CH2:33][CH2:32]2)[C:27]([O:29][CH3:30])=[O:28])[CH:21]=[CH:22][CH:23]=[CH:24][CH:25]=1, predict the reactants needed to synthesize it. The reactants are: Cl[C:2]1[N:7]=[CH:6][CH:5]=[CH:4][N:3]=1.C1(N2CCNCC2)C=CC=CC=1.[C:20]1([CH:26]([CH:31]2[CH2:36][CH2:35][NH:34][CH2:33][CH2:32]2)[C:27]([O:29][CH3:30])=[O:28])[CH:25]=[CH:24][CH:23]=[CH:22][CH:21]=1.C(=O)([O-])[O-].[K+].[K+]. (8) Given the product [C:18]([O:17][C:15]([N:9]1[CH2:10][C:11]([F:13])([F:14])[CH2:12][C@H:8]1[C:6]([OH:7])=[O:5])=[O:16])([CH3:21])([CH3:19])[CH3:20], predict the reactants needed to synthesize it. The reactants are: O.[OH-].[Li+].C[O:5][C:6]([C@@H:8]1[CH2:12][C:11]([F:14])([F:13])[CH2:10][N:9]1[C:15]([O:17][C:18]([CH3:21])([CH3:20])[CH3:19])=[O:16])=[O:7].C(#N)C. (9) Given the product [CH2:24]([O:3][C:1]([C@@H:9]1[CH2:10][CH2:11][CH2:12][N:7]([C:13]([O:15][CH2:16][C:17]2[CH:22]=[CH:21][CH:20]=[CH:19][CH:18]=2)=[O:14])[CH2:8]1)=[O:4])[CH3:25], predict the reactants needed to synthesize it. The reactants are: [C:1]([O-:4])([O-:3])=O.[K+].[K+].[NH:7]1[CH2:12][CH2:11][CH2:10][CH2:9][CH2:8]1.[C:13](Cl)([O:15][CH2:16][C:17]1[CH:22]=[CH:21][CH:20]=[CH:19][CH:18]=1)=[O:14].[CH2:24]1COC[CH2:25]1.O. (10) Given the product [Cl:1][C:2]1[N:3]=[C:4]([NH:13][C:14]2[CH:15]=[N:16][N:17]([CH:19]3[CH2:24][CH2:23][N:22]([CH2:35][CH2:36][O:37][CH3:38])[CH2:21][CH2:20]3)[CH:18]=2)[C:5]([C:10]([NH2:12])=[O:11])=[N:6][C:7]=1[CH2:8][CH3:9], predict the reactants needed to synthesize it. The reactants are: [Cl:1][C:2]1[N:3]=[C:4]([NH:13][C:14]2[CH:15]=[N:16][N:17]([CH:19]3[CH2:24][CH2:23][NH:22][CH2:21][CH2:20]3)[CH:18]=2)[C:5]([C:10]([NH2:12])=[O:11])=[N:6][C:7]=1[CH2:8][CH3:9].C(N(C(C)C)CC)(C)C.Br[CH2:35][CH2:36][O:37][CH3:38].